From a dataset of Forward reaction prediction with 1.9M reactions from USPTO patents (1976-2016). Predict the product of the given reaction. (1) Given the reactants [NH2:1][CH2:2][CH:3]([C:5]1[CH:10]=[CH:9][CH:8]=[CH:7][CH:6]=1)[OH:4].N1C=CN=C1.C1N=CN([C:21](N2C=NC=C2)=[O:22])C=1, predict the reaction product. The product is: [C:5]1([CH:3]2[O:4][C:21](=[O:22])[NH:1][CH2:2]2)[CH:10]=[CH:9][CH:8]=[CH:7][CH:6]=1. (2) Given the reactants Cl.[NH2:2][CH2:3][CH2:4][CH2:5][C:6]([O:8]CC)=[O:7].[OH-].[Na+].[CH3:13][NH:14][C:15]([N:17]1[C:25]2[C:20](=[CH:21][C:22]([O:26][C:27]3[CH:32]=[CH:31][N:30]=[C:29]([N:33](C(OC4C=CC=CC=4)=O)[C:34](=O)[O:35]C4C=CC=CC=4)[CH:28]=3)=[CH:23][CH:24]=2)[CH:19]=[CH:18]1)=[O:16].[OH-].[Li+].Cl, predict the reaction product. The product is: [CH3:13][NH:14][C:15]([N:17]1[C:25]2[C:20](=[CH:21][C:22]([O:26][C:27]3[CH:32]=[CH:31][N:30]=[C:29]([NH:33][C:34]([NH:2][CH2:3][CH2:4][CH2:5][C:6]([OH:8])=[O:7])=[O:35])[CH:28]=3)=[CH:23][CH:24]=2)[CH:19]=[CH:18]1)=[O:16]. (3) Given the reactants [CH3:1][O:2][C:3]1[CH:11]=[CH:10][C:9]2[N:8]3[CH2:12][CH2:13][C:14]4(SCCCS4)[C:7]3=[CH:6][C:5]=2[CH:4]=1, predict the reaction product. The product is: [CH3:1][O:2][C:3]1[CH:11]=[CH:10][C:9]2[N:8]3[CH2:12][CH2:13][CH2:14][C:7]3=[CH:6][C:5]=2[CH:4]=1. (4) Given the reactants Cl[CH2:2][C:3]1[O:7][C:6]([C:8]2[CH:16]=[C:15]([C:17]3[CH:25]=[CH:24][CH:23]=[C:22]4[C:18]=3[CH:19]=[CH:20][NH:21]4)[CH:14]=[C:13]3[C:9]=2[CH:10]=[N:11][N:12]3S(C2C=CC=CC=2)(=O)=O)=[N:5][N:4]=1.CO.[C:37](=O)([O-])[O-:38].[K+].[K+], predict the reaction product. The product is: [NH:21]1[C:22]2[C:18](=[C:17]([C:15]3[CH:14]=[C:13]4[C:9]([CH:10]=[N:11][NH:12]4)=[C:8]([C:6]4[O:7][C:3]([CH2:2][O:38][CH3:37])=[N:4][N:5]=4)[CH:16]=3)[CH:25]=[CH:24][CH:23]=2)[CH:19]=[CH:20]1. (5) Given the reactants [CH3:1][S:2](Cl)(=[O:4])=[O:3].[OH:6][C@@H:7]1[CH2:11][CH2:10][C@H:9]([NH:12][C:13](=[O:19])[O:14][C:15]([CH3:18])([CH3:17])[CH3:16])[CH2:8]1.N1C(C)=CC=CC=1C, predict the reaction product. The product is: [CH3:1][S:2]([O:6][C@@H:7]1[CH2:11][CH2:10][C@H:9]([NH:12][C:13]([O:14][C:15]([CH3:16])([CH3:18])[CH3:17])=[O:19])[CH2:8]1)(=[O:4])=[O:3]. (6) The product is: [CH3:1][O:2][C:3](=[O:26])[CH2:4][CH2:5][C:6]1[CH:11]=[C:10]([Br:12])[C:9]([O:13][C:14]2[CH:15]=[C:16](/[CH:35]=[CH:34]/[C:36]3[CH:41]=[CH:40][N:39]=[CH:38][CH:37]=3)[C:17]([OH:23])=[C:18]([CH:20]([CH3:22])[CH3:21])[CH:19]=2)=[C:8]([Br:25])[CH:7]=1. Given the reactants [CH3:1][O:2][C:3](=[O:26])[CH2:4][CH2:5][C:6]1[CH:11]=[C:10]([Br:12])[C:9]([O:13][C:14]2[CH:19]=[C:18]([CH:20]([CH3:22])[CH3:21])[C:17]([OH:23])=[C:16](I)[CH:15]=2)=[C:8]([Br:25])[CH:7]=1.C(N(CC)CC)C.[CH:34]([C:36]1[CH:41]=[CH:40][N:39]=[CH:38][CH:37]=1)=[CH2:35], predict the reaction product. (7) Given the reactants FC(F)(F)C(O)=O.[Cl:8][C:9]1[CH:14]=[CH:13][CH:12]=[CH:11][C:10]=1[C:15]1[N:16]=[C:17]([CH:31]2[N:35]([CH3:36])[C:34](=[O:37])[CH:33]([CH2:38][N:39]3[CH2:44][CH2:43][CH2:42][CH2:41][CH2:40]3)[CH2:32]2)[N:18](CC2C=CC(OC)=CC=2OC)[CH:19]=1, predict the reaction product. The product is: [Cl:8][C:9]1[CH:14]=[CH:13][CH:12]=[CH:11][C:10]=1[C:15]1[N:16]=[C:17]([C@H:31]2[N:35]([CH3:36])[C:34](=[O:37])[C@@H:33]([CH2:38][N:39]3[CH2:40][CH2:41][CH2:42][CH2:43][CH2:44]3)[CH2:32]2)[NH:18][CH:19]=1.